This data is from Forward reaction prediction with 1.9M reactions from USPTO patents (1976-2016). The task is: Predict the product of the given reaction. (1) Given the reactants [NH2:1][C@H:2]([CH2:5][C:6]1[CH:11]=[C:10](Br)[CH:9]=[CH:8][C:7]=1[F:13])[CH2:3][OH:4].[Cl:14][CH:15]([CH3:19])[C:16](Cl)=O.Br.Br[C:22]1[N:23]=[N:24][CH:25]=[CH:26][CH:27]=1, predict the reaction product. The product is: [ClH:14].[F:13][C:7]1[CH:8]=[CH:9][C:10]([C:22]2[N:23]=[N:24][CH:25]=[CH:26][CH:27]=2)=[CH:11][C:6]=1[CH2:5][C@H:2]1[NH:1][CH2:16][C@@H:15]([CH3:19])[O:4][CH2:3]1. (2) The product is: [Cl:1][C:2]1[N:3]=[C:4]([N:11]([CH3:12])[CH3:10])[CH:5]=[CH:6][C:7]=1[CH3:8].[Cl:9][C:4]1[N:3]=[C:2]([N:11]([CH3:12])[CH3:10])[C:7]([CH3:8])=[CH:6][CH:5]=1. Given the reactants [Cl:1][C:2]1[C:7]([CH3:8])=[CH:6][CH:5]=[C:4]([Cl:9])[N:3]=1.[CH3:10][NH:11][CH3:12], predict the reaction product. (3) Given the reactants I[C:2]1[CH:7]=[CH:6][C:5]([S:8]([CH3:11])(=[O:10])=[O:9])=[CH:4][C:3]=1[C:12]([N:14]1[CH2:19][CH2:18][N:17]([C:20]2[CH:25]=[CH:24][C:23]([C:26]([F:29])([F:28])[F:27])=[CH:22][CH:21]=2)[CH:16]([CH3:30])[CH2:15]1)=[O:13].[NH:31]1[CH2:36][CH2:35][O:34][CH2:33][CH2:32]1, predict the reaction product. The product is: [CH3:11][S:8]([C:5]1[CH:6]=[CH:7][C:2]([N:31]2[CH2:36][CH2:35][O:34][CH2:33][CH2:32]2)=[C:3]([C:12]([N:14]2[CH2:19][CH2:18][N:17]([C:20]3[CH:25]=[CH:24][C:23]([C:26]([F:29])([F:28])[F:27])=[CH:22][CH:21]=3)[CH:16]([CH3:30])[CH2:15]2)=[O:13])[CH:4]=1)(=[O:10])=[O:9]. (4) The product is: [Cl:1][C:2]1[CH:35]=[CH:34][CH:33]=[C:32]([C:36]([F:39])([F:38])[F:37])[C:3]=1[C:4]([N:6]1[C:14]2[C:9](=[CH:10][CH:11]=[C:12]([C:15]3[N:16]=[CH:17][N:18]([CH3:20])[CH:19]=3)[CH:13]=2)[C:8]([C:21]2[CH:30]=[CH:29][C:24]([C:25]([OH:27])=[O:26])=[CH:23][C:22]=2[F:31])=[N:7]1)=[O:5]. Given the reactants [Cl:1][C:2]1[CH:35]=[CH:34][CH:33]=[C:32]([C:36]([F:39])([F:38])[F:37])[C:3]=1[C:4]([N:6]1[C:14]2[C:9](=[CH:10][CH:11]=[C:12]([C:15]3[N:16]=[CH:17][N:18]([CH3:20])[CH:19]=3)[CH:13]=2)[C:8]([C:21]2[CH:30]=[CH:29][C:24]([C:25]([O:27]C)=[O:26])=[CH:23][C:22]=2[F:31])=[N:7]1)=[O:5].[Li+].[OH-].Cl, predict the reaction product. (5) Given the reactants C(OC[N:9]1[C:13]2[N:14]=[N:15][CH:16]=[C:17]([C:18]3[CH:19]=[N:20][N:21]([C@@H:23]([CH:31]4[CH2:35][CH2:34][CH2:33][CH2:32]4)[CH2:24][CH2:25]OS(C)(=O)=O)[CH:22]=3)[C:12]=2[CH:11]=[CH:10]1)(=O)C(C)(C)C.[C-:36]#[N:37].[K+].C1OCCOCCOCCOCCOCCOC1, predict the reaction product. The product is: [N:14]1[C:13]2[NH:9][CH:10]=[CH:11][C:12]=2[C:17]([C:18]2[CH:19]=[N:20][N:21]([C@@H:23]([CH:31]3[CH2:35][CH2:34][CH2:33][CH2:32]3)[CH2:24][CH2:25][C:36]#[N:37])[CH:22]=2)=[CH:16][N:15]=1. (6) Given the reactants [CH3:1][O:2][C:3]([C:5]1[C:6]([CH:13]2[CH2:15][CH2:14]2)=[N:7][NH:8][C:9]=1[CH:10]1[CH2:12][CH2:11]1)=[O:4].[F:16][C:17]([F:26])([F:25])[C:18]1[CH:19]=[C:20](I)[CH:21]=[CH:22][CH:23]=1, predict the reaction product. The product is: [CH3:1][O:2][C:3]([C:5]1[C:6]([CH:13]2[CH2:15][CH2:14]2)=[N:7][N:8]([C:22]2[CH:21]=[CH:20][CH:19]=[C:18]([C:17]([F:26])([F:25])[F:16])[CH:23]=2)[C:9]=1[CH:10]1[CH2:12][CH2:11]1)=[O:4]. (7) Given the reactants [Cl:1][C:2]1[CH:34]=[CH:33][C:5]([C:6]([NH:8][CH:9]([CH2:21][C:22]2[C:31]3[C:26](=[CH:27][CH:28]=[CH:29][CH:30]=3)[NH:25][C:24](=[O:32])[CH:23]=2)[C:10]([O:12][CH2:13][CH2:14][N:15]2[CH2:20][CH2:19][O:18][CH2:17][CH2:16]2)=[O:11])=[O:7])=[CH:4][CH:3]=1.[C:35]([OH:44])(=[O:43])[C:36]1[C:37](=[CH:39][CH:40]=[CH:41][CH:42]=1)[OH:38], predict the reaction product. The product is: [C:35]([OH:44])(=[O:43])[C:36]1[C:37](=[CH:39][CH:40]=[CH:41][CH:42]=1)[OH:38].[Cl:1][C:2]1[CH:3]=[CH:4][C:5]([C:6]([NH:8][CH:9]([CH2:21][C:22]2[C:31]3[C:26](=[CH:27][CH:28]=[CH:29][CH:30]=3)[NH:25][C:24](=[O:32])[CH:23]=2)[C:10]([O:12][CH2:13][CH2:14][N:15]2[CH2:16][CH2:17][O:18][CH2:19][CH2:20]2)=[O:11])=[O:7])=[CH:33][CH:34]=1. (8) The product is: [CH3:15][CH:13]1[N:12]([C:16]([O:18][C:19]([CH3:22])([CH3:21])[CH3:20])=[O:17])[CH2:11][C:10]2[C:5]3[C:6]([N:8]([CH3:23])[C:9]=2[CH2:14]1)=[N:7][C:2]([N:34]1[CH2:35][CH2:36][N:31]([CH2:30][CH2:29][C:28]2[CH:38]=[CH:39][C:25]([F:24])=[CH:26][CH:27]=2)[CH2:32][C:33]1=[O:37])=[CH:3][CH:4]=3. Given the reactants Br[C:2]1[N:7]=[C:6]2[N:8]([CH3:23])[C:9]3[CH2:14][CH:13]([CH3:15])[N:12]([C:16]([O:18][C:19]([CH3:22])([CH3:21])[CH3:20])=[O:17])[CH2:11][C:10]=3[C:5]2=[CH:4][CH:3]=1.[F:24][C:25]1[CH:39]=[CH:38][C:28]([CH2:29][CH2:30][N:31]2[CH2:36][CH2:35][NH:34][C:33](=[O:37])[CH2:32]2)=[CH:27][CH:26]=1, predict the reaction product.